This data is from Full USPTO retrosynthesis dataset with 1.9M reactions from patents (1976-2016). The task is: Predict the reactants needed to synthesize the given product. (1) The reactants are: Br[CH2:2][C:3]1[CH:10]=[CH:9][C:6]([C:7]#[N:8])=[CH:5][C:4]=1[N+:11]([O-:13])=[O:12].[NH:14]1[CH2:19][CH2:18][O:17][CH2:16][CH2:15]1.C(N(CC)CC)C. Given the product [O:17]1[CH2:18][CH2:19][N:14]([CH2:2][C:3]2[CH:10]=[CH:9][C:6]([C:7]#[N:8])=[CH:5][C:4]=2[N+:11]([O-:13])=[O:12])[CH2:15][CH2:16]1, predict the reactants needed to synthesize it. (2) Given the product [C:18]([O:1][CH:2]1[CH2:7][C:6]([CH3:8])([CH3:9])[N:5]([O:10][CH2:11][C:12]([OH:15])([CH3:14])[CH3:13])[C:4]([CH3:17])([CH3:16])[CH2:3]1)(=[O:22])[C:19]([CH3:21])=[CH2:20], predict the reactants needed to synthesize it. The reactants are: [OH:1][CH:2]1[CH2:7][C:6]([CH3:9])([CH3:8])[N:5]([O:10][CH2:11][C:12]([OH:15])([CH3:14])[CH3:13])[C:4]([CH3:17])([CH3:16])[CH2:3]1.[C:18](OC)(=[O:22])[C:19]([CH3:21])=[CH2:20].